The task is: Regression. Given two drug SMILES strings and cell line genomic features, predict the synergy score measuring deviation from expected non-interaction effect.. This data is from NCI-60 drug combinations with 297,098 pairs across 59 cell lines. (1) Drug 1: CC1CCC2CC(C(=CC=CC=CC(CC(C(=O)C(C(C(=CC(C(=O)CC(OC(=O)C3CCCCN3C(=O)C(=O)C1(O2)O)C(C)CC4CCC(C(C4)OC)OCCO)C)C)O)OC)C)C)C)OC. Drug 2: CC12CCC3C(C1CCC2OP(=O)(O)O)CCC4=C3C=CC(=C4)OC(=O)N(CCCl)CCCl.[Na+]. Cell line: BT-549. Synergy scores: CSS=41.1, Synergy_ZIP=7.21, Synergy_Bliss=12.5, Synergy_Loewe=10.4, Synergy_HSA=12.1. (2) Drug 1: COC1=C(C=C2C(=C1)N=CN=C2NC3=CC(=C(C=C3)F)Cl)OCCCN4CCOCC4. Drug 2: CC(C)NC(=O)C1=CC=C(C=C1)CNNC.Cl. Cell line: MDA-MB-231. Synergy scores: CSS=22.7, Synergy_ZIP=-3.55, Synergy_Bliss=6.68, Synergy_Loewe=-1.96, Synergy_HSA=5.38.